From a dataset of CYP2C19 inhibition data for predicting drug metabolism from PubChem BioAssay. Regression/Classification. Given a drug SMILES string, predict its absorption, distribution, metabolism, or excretion properties. Task type varies by dataset: regression for continuous measurements (e.g., permeability, clearance, half-life) or binary classification for categorical outcomes (e.g., BBB penetration, CYP inhibition). Dataset: cyp2c19_veith. (1) The molecule is CC1CCN(c2ccc(/C=N/n3nnnc3N)cc2[N+](=O)[O-])CC1. The result is 0 (non-inhibitor). (2) The molecule is O=C(O)C1(Nc2ccc(Cl)cc2)CCCC1. The result is 0 (non-inhibitor).